The task is: Binary Classification. Given a miRNA mature sequence and a target amino acid sequence, predict their likelihood of interaction.. This data is from Experimentally validated miRNA-target interactions with 360,000+ pairs, plus equal number of negative samples. (1) The miRNA is hsa-miR-6751-3p with sequence ACUGAGCCUCUCUCUCUCCAG. The protein sequence of the target gene is MGASDPEVAPWARGGAAGMAGAGAGAGARGGAAAGVEARARDPPPAHRAHPRHPRPAAQPSARRMDGGSGGLGSGDNAPTTEALFVALGAGVTALSHPLLYVKLLIQVGHEPMPPTLGTNVLGRKVLYLPSFFTYAKYIVQVDGKIGLFRGLSPRLMSNALSTVTRGSMKKVFPPDEIEQVSNKDDMKTSLKKVVKETSYEMMMQCVSRMLAHPLHVISMRCMVQFVGREAKYSGVLSSIGKIFKEEGLLGFFVGLIPHLLGDVVFLWGCNLLAHFINAYLVDDSVSDTPGGLGNDQNPG.... Result: 0 (no interaction). (2) The miRNA is hsa-miR-595 with sequence GAAGUGUGCCGUGGUGUGUCU. The protein sequence of the target gene is MGATTMDQKSLWAGVVVLLLLQGGSAYKLVCYFTNWSQDRQEPGKFTPENIDPFLCSHLIYSFASIENNKVIIKDKSEVMLYQTINSLKTKNPKLKILLSIGGYLFGSKGFHPMVDSSTSRLEFINSIILFLRNHNFDGLDVSWIYPDQKENTHFTVLIHELAEAFQKDFTKSTKERLLLTAGVSAGRQMIDNSYQVEKLAKDLDFINLLSFDFHGSWEKPLITGHNSPLSKGWQDRGPSSYYNVEYAVGYWIHKGMPSEKVVMGIPTYGHSFTLASAETTVGAPASGPGAAGPITESSG.... Result: 0 (no interaction). (3) The miRNA is mmu-miR-669j with sequence UGCAUAUACUCACAUGCAAACA. The protein sequence of the target gene is MNGRVDYLVTEEEINLTRGPSGLGFNIVGGTDQQYVSNDSGIYVSRIKEDGAAAQDGRLQEGDKILSVNGQDLKNLLHQDAVDLFRNAGCAVSLRVQHRLPVQNGPIVHRGEGEPSGVPVAMVLLPVFALTMVAVWAFVRYRKQL. Result: 0 (no interaction). (4) The miRNA is hsa-miR-4737 with sequence AUGCGAGGAUGCUGACAGUG. The protein sequence of the target gene is MSKSLKKKSHWTSKVHESVIGRNPEGQLGFELKGGAENGQFPYLGEVKPGKVAYESGSKLVSEELLLEVNETPVAGLTIRDVLAVIKHCKDPLRLKCVKQGGIVDKDLRHYLNLRFQKGSVDHELQQIIRDNLYLRTVPCTTRPHKEGEVPGVDYIFITVEEFMELEKSGALLESGTYEDNYYGTPKPPAEPAPLLNVTDQILPGATPSAEGKRKRNKSVTNMEKASIEPPEEEEEERPVVNGNGVVITPESSEHEDKSAGASGETPSQPYPAPVYSQPEELKDQMDDTKPTKPEENEDS.... Result: 0 (no interaction).